From a dataset of Full USPTO retrosynthesis dataset with 1.9M reactions from patents (1976-2016). Predict the reactants needed to synthesize the given product. (1) Given the product [Br:8][C:5]1[N:4]=[C:3]([C:9]2[O:10][C:19]([C:18]3[CH:22]=[CH:23][C:15]([CH2:14][Br:13])=[CH:16][CH:17]=3)=[N:12][N:11]=2)[C:2]([NH2:1])=[N:7][CH:6]=1, predict the reactants needed to synthesize it. The reactants are: [NH2:1][C:2]1[C:3]([C:9]([NH:11][NH2:12])=[O:10])=[N:4][C:5]([Br:8])=[CH:6][N:7]=1.[Br:13][CH2:14][C:15]1[CH:23]=[CH:22][C:18]([C:19](O)=O)=[CH:17][CH:16]=1.BrP(Br)(C1C=CC=CC=1)(C1C=CC=CC=1)C1C=CC=CC=1.CCN(C(C)C)C(C)C. (2) Given the product [Br:1][C:2]1[C:7]([CH3:8])=[N:6][CH:5]=[C:4]([C:3]=1[Cl:15])[C:9]#[N:11], predict the reactants needed to synthesize it. The reactants are: [Br:1][C:2]1[C:3](=O)[C:4]([C:9]([NH2:11])=O)=[CH:5][NH:6][C:7]=1[CH3:8].P(Cl)(Cl)([Cl:15])=O. (3) Given the product [NH2:1][C:2]1[N:7]=[CH:6][N:5]=[C:4]2[N:8]([C:12]3[CH:13]=[C:14]([N:18]([CH3:30])[C:19](=[O:29])/[CH:20]=[CH:21]/[CH2:22][N:23]([CH:25]4[CH2:28][CH2:27][CH2:26]4)[CH3:24])[CH:15]=[CH:16][CH:17]=3)[N:9]=[C:10]([C:35]3[CH:36]=[CH:37][C:38]([CH3:39])=[C:33]([O:32][CH3:31])[CH:34]=3)[C:3]=12, predict the reactants needed to synthesize it. The reactants are: [NH2:1][C:2]1[N:7]=[CH:6][N:5]=[C:4]2[N:8]([C:12]3[CH:13]=[C:14]([N:18]([CH3:30])[C:19](=[O:29])/[CH:20]=[CH:21]/[CH2:22][N:23]([CH:25]4[CH2:28][CH2:27][CH2:26]4)[CH3:24])[CH:15]=[CH:16][CH:17]=3)[N:9]=[C:10](I)[C:3]=12.[CH3:31][O:32][C:33]1[CH:34]=[C:35](B2OC(C)(C)C(C)(C)O2)[CH:36]=[CH:37][C:38]=1[CH3:39].